Dataset: Forward reaction prediction with 1.9M reactions from USPTO patents (1976-2016). Task: Predict the product of the given reaction. (1) Given the reactants Cl.[CH3:2][O:3][C:4]1[CH:5]=[C:6]([C:12]2[C:13]([CH3:25])([CH3:24])[C:14](=[O:23])[N:15]([CH:17]3[CH2:22][CH2:21][NH:20][CH2:19][CH2:18]3)[N:16]=2)[CH:7]=[CH:8][C:9]=1[O:10][CH3:11].[C:26]1([S:32](Cl)(=[O:34])=[O:33])[CH:31]=[CH:30][CH:29]=[CH:28][CH:27]=1, predict the reaction product. The product is: [CH3:2][O:3][C:4]1[CH:5]=[C:6]([C:12]2[C:13]([CH3:25])([CH3:24])[C:14](=[O:23])[N:15]([CH:17]3[CH2:22][CH2:21][N:20]([S:32]([C:26]4[CH:31]=[CH:30][CH:29]=[CH:28][CH:27]=4)(=[O:34])=[O:33])[CH2:19][CH2:18]3)[N:16]=2)[CH:7]=[CH:8][C:9]=1[O:10][CH3:11]. (2) Given the reactants [Br:1][C:2]1[CH:3]=[CH:4][C:5]([Cl:9])=[C:6]([OH:8])[CH:7]=1.C(=O)([O-])[O-].[K+].[K+].I[CH:17]([CH3:19])[CH3:18], predict the reaction product. The product is: [Br:1][C:2]1[CH:3]=[CH:4][C:5]([Cl:9])=[C:6]([O:8][CH:17]([CH3:19])[CH3:18])[CH:7]=1. (3) The product is: [CH:1]1([N:4]2[CH2:9][CH2:8][CH:7]([OH:10])[CH2:6][CH2:5]2)[CH2:3][CH2:2]1. Given the reactants [CH:1]1([N:4]2[CH2:9][CH2:8][C:7](=[O:10])[CH2:6][CH2:5]2)[CH2:3][CH2:2]1.[BH4-].[Na+], predict the reaction product.